From a dataset of Reaction yield outcomes from USPTO patents with 853,638 reactions. Predict the reaction yield, written as a fraction of the theoretical maximum amount of product (1.0 means a 100% yield; for example, 0.34 means a 34% yield). (1) The yield is 0.250. The catalyst is O1CCOCC1.CN(C=O)C.C([O-])(=O)C.[Pd+2].C([O-])(=O)C. The reactants are [NH2:1][C:2]1[S:6][N:5]=[C:4]([CH3:7])[C:3]=1[C:8]([NH:10][C:11]1[CH:16]=[CH:15][CH:14]=[CH:13][C:12]=1[CH2:17][CH3:18])=[O:9].Cl[C:20]1[CH:29]=[N:28][C:27]2[C:22](=[C:23]([CH3:30])[CH:24]=[CH:25][CH:26]=2)[N:21]=1.C(=O)([O-])[O-].[Cs+].[Cs+].CC1(C)C2C(=C(P(C3C=CC=CC=3)C3C=CC=CC=3)C=CC=2)OC2C(P(C3C=CC=CC=3)C3C=CC=CC=3)=CC=CC1=2. The product is [CH2:17]([C:12]1[CH:13]=[CH:14][CH:15]=[CH:16][C:11]=1[NH:10][C:8]([C:3]1[C:4]([CH3:7])=[N:5][S:6][C:2]=1[NH:1][C:20]1[CH:29]=[N:28][C:27]2[C:22](=[C:23]([CH3:30])[CH:24]=[CH:25][CH:26]=2)[N:21]=1)=[O:9])[CH3:18]. (2) The reactants are C[O:2][C:3](=[O:24])[C@@H:4]([N:9]1[CH2:13][C:12]([O:14][C:15]2[CH:20]=[CH:19][CH:18]=[C:17]([C:21]#[N:22])[CH:16]=2)=[CH:11][C:10]1=[O:23])[CH2:5][CH:6]([CH3:8])[CH3:7].O.[OH-].[Li+]. The catalyst is O1CCCC1. The product is [C:21]([C:17]1[CH:16]=[C:15]([CH:20]=[CH:19][CH:18]=1)[O:14][C:12]1[CH2:13][N:9]([C@@H:4]([CH2:5][CH:6]([CH3:7])[CH3:8])[C:3]([OH:24])=[O:2])[C:10](=[O:23])[CH:11]=1)#[N:22]. The yield is 0.850. (3) The reactants are [CH3:1][CH:2]1[CH2:7][CH2:6][CH2:5][CH2:4][CH:3]1[NH2:8].[F:9][C:10]1[C:18]([F:19])=[C:17]([F:20])[C:16]([F:21])=[C:15]([F:22])[C:11]=1[C:12](Cl)=[O:13]. No catalyst specified. The product is [CH3:1][CH:2]1[CH2:7][CH2:6][CH2:5][CH2:4][CH:3]1[NH:8][C:12](=[O:13])[C:11]1[C:15]([F:22])=[C:16]([F:21])[C:17]([F:20])=[C:18]([F:19])[C:10]=1[F:9]. The yield is 0.830. (4) The reactants are [Na].SC1C=CC=C[N+]=1[O-].[CH3:10][O:11][C:12]1[CH:13]=[C:14]([CH:18]=[C:19]([O:21][CH3:22])[CH:20]=1)C(Cl)=O.CC(N=NC(C#N)(C)C)(C#N)C.C(Cl)(Cl)(Cl)[Br:36]. No catalyst specified. The product is [Br:36][C:14]1[CH:13]=[C:12]([O:11][CH3:10])[CH:20]=[C:19]([O:21][CH3:22])[CH:18]=1. The yield is 0.770. (5) The reactants are Br[C:2]1[CH:7]=[CH:6][C:5]([C@@H:8]([CH3:21])[CH2:9][N:10]2[C:18](=[O:19])C3C(=CC=CC=3)C2=O)=[C:4]([F:22])[CH:3]=1.NN.[CH3:37][C:36]([O:35]C(OC([O:35][C:36]([CH3:39])([CH3:38])[CH3:37])=O)=O)([CH3:39])[CH3:38].[B:40]1([B:40]2[O:44][C:43]([CH3:46])([CH3:45])[C:42]([CH3:48])([CH3:47])[O:41]2)[O:44][C:43]([CH3:46])([CH3:45])[C:42]([CH3:48])([CH3:47])[O:41]1. No catalyst specified. The yield is 0.800. The product is [F:22][C:4]1[CH:3]=[C:2]([B:40]2[O:44][C:43]([CH3:46])([CH3:45])[C:42]([CH3:48])([CH3:47])[O:41]2)[CH:7]=[CH:6][C:5]=1[C@@H:8]([CH3:21])[CH2:9][NH:10][C:18](=[O:19])[O:35][C:36]([CH3:37])([CH3:38])[CH3:39].